Dataset: Catalyst prediction with 721,799 reactions and 888 catalyst types from USPTO. Task: Predict which catalyst facilitates the given reaction. (1) Product: [CH3:13][C:7]1[CH:8]=[C:9]([CH:10]=[CH:11][C:6]=1[N+:3]([O-:5])=[O:4])[O:12][CH2:15][CH2:16][CH2:17][NH:18][C:19](=[O:29])[C:20]1[C:21](=[CH:25][CH:26]=[CH:27][CH:28]=1)[C:22]([NH2:24])=[O:23]. The catalyst class is: 3. Reactant: [H-].[Na+].[N+:3]([C:6]1[C:7]([CH3:13])=[CH:8][C:9]([OH:12])=[CH:10][CH:11]=1)([O-:5])=[O:4].Br[CH2:15][CH2:16][CH2:17][NH:18][C:19](=[O:29])[C:20]1[C:21](=[CH:25][CH:26]=[CH:27][CH:28]=1)[C:22]([NH2:24])=[O:23]. (2) Reactant: [C:1]([C:3]1[CH:4]=[C:5]([OH:9])[CH:6]=[CH:7][CH:8]=1)#[N:2].[CH:10]1(Br)[CH2:12][CH2:11]1.N12CCCN=C1CCCCC2. Product: [CH:10]1([O:9][C:5]2[CH:4]=[C:3]([CH:8]=[CH:7][CH:6]=2)[C:1]#[N:2])[CH2:12][CH2:11]1. The catalyst class is: 6. (3) Reactant: [C:1]([O:5][C:6]([N:8]1[CH2:11][C:10](=[CH:12][C:13]([O:15][CH3:16])=[O:14])[CH2:9]1)=[O:7])([CH3:4])([CH3:3])[CH3:2].[NH3:17]. Product: [C:1]([O:5][C:6]([N:8]1[CH2:9][C:10]([NH2:17])([CH2:12][C:13]([O:15][CH3:16])=[O:14])[CH2:11]1)=[O:7])([CH3:4])([CH3:3])[CH3:2]. The catalyst class is: 14. (4) Reactant: [NH2:1][C:2]1[N:3]([CH3:24])[C:4](=[O:23])[C:5]2([C:15]3[C:10](=[CH:11][CH:12]=[C:13](Br)[CH:14]=3)[O:9][CH:8]([C:17]3[CH:22]=[CH:21][CH:20]=[CH:19][CH:18]=3)[CH2:7]2)[N:6]=1.[S:25]1[CH:29]=[CH:28][CH:27]=[C:26]1B(O)O.C([O-])([O-])=O.[Cs+].[Cs+]. Product: [NH2:1][C:2]1[N:3]([CH3:24])[C:4](=[O:23])[C:5]2([C:15]3[C:10](=[CH:11][CH:12]=[C:13]([C:26]4[S:25][CH:29]=[CH:28][CH:27]=4)[CH:14]=3)[O:9][CH:8]([C:17]3[CH:22]=[CH:21][CH:20]=[CH:19][CH:18]=3)[CH2:7]2)[N:6]=1. The catalyst class is: 184. (5) Reactant: S(=O)(=O)(O)O.[C:6]1(C)C=CC(S(O)(=O)=O)=CC=1.[C:17]1([C:23]2([C:29]([OH:31])=[O:30])[CH2:28][CH2:27][NH:26][CH2:25][CH2:24]2)[CH:22]=[CH:21][CH:20]=[CH:19][CH:18]=1.[OH-].[Na+]. Product: [C:17]1([C:23]2([C:29]([O:31][CH3:6])=[O:30])[CH2:24][CH2:25][NH:26][CH2:27][CH2:28]2)[CH:18]=[CH:19][CH:20]=[CH:21][CH:22]=1. The catalyst class is: 5. (6) Reactant: N1C(C)=CC(C)=CC=1C.[Br:10][CH2:11][CH2:12][CH2:13][CH2:14][CH2:15][CH2:16][CH2:17][CH2:18][CH2:19][CH2:20][OH:21].[C:22](Cl)(=[O:26])[C:23]([CH3:25])=[CH2:24]. Product: [Br:10][CH2:11][CH2:12][CH2:13][CH2:14][CH2:15][CH2:16][CH2:17][CH2:18][CH2:19][CH2:20][O:21][C:22](=[O:26])[C:23]([CH3:25])=[CH2:24]. The catalyst class is: 4. (7) Reactant: [NH2:1][CH2:2][CH2:3][O:4][C:5]1[C:10]([CH3:11])=[CH:9][C:8]([C:12]2[NH:21][C:20](=[O:22])[C:19]3[C:14](=[CH:15][C:16]([O:25][CH3:26])=[CH:17][C:18]=3[O:23][CH3:24])[N:13]=2)=[CH:7][C:6]=1[CH3:27].[CH3:28][C:29]([CH3:31])=O.[H][H]. Product: [CH:29]([NH:1][CH2:2][CH2:3][O:4][C:5]1[C:10]([CH3:11])=[CH:9][C:8]([C:12]2[NH:21][C:20](=[O:22])[C:19]3[C:14](=[CH:15][C:16]([O:25][CH3:26])=[CH:17][C:18]=3[O:23][CH3:24])[N:13]=2)=[CH:7][C:6]=1[CH3:27])([CH3:31])[CH3:28]. The catalyst class is: 867. (8) Reactant: [CH2:1]([N:8]1[CH2:18][CH2:17][C:11]2[N:12]=[CH:13][N:14]=[C:15](Cl)[C:10]=2[CH2:9]1)[C:2]1[CH:7]=[CH:6][CH:5]=[CH:4][CH:3]=1.[F:19][C:20]([F:29])([F:28])[C:21]1[N:26]=[CH:25][C:24]([NH2:27])=[CH:23][CH:22]=1.I.O. Product: [CH2:1]([N:8]1[CH2:18][CH2:17][C:11]2[N:12]=[CH:13][N:14]=[C:15]([NH:27][C:24]3[CH:25]=[N:26][C:21]([C:20]([F:29])([F:19])[F:28])=[CH:22][CH:23]=3)[C:10]=2[CH2:9]1)[C:2]1[CH:7]=[CH:6][CH:5]=[CH:4][CH:3]=1. The catalyst class is: 12. (9) Reactant: [OH:1][C:2]1[C:9]([CH3:10])=[C:8]([OH:11])[CH:7]=[CH:6][C:3]=1[CH:4]=[O:5].[CH2:12](Br)[C:13]1[CH:18]=[CH:17][CH:16]=[CH:15][CH:14]=1.C([O-])(O)=O.[Na+].O1CCOCC1. Product: [CH2:12]([O:11][C:8]1[CH:7]=[CH:6][C:3]([CH:4]=[O:5])=[C:2]([OH:1])[C:9]=1[CH3:10])[C:13]1[CH:18]=[CH:17][CH:16]=[CH:15][CH:14]=1. The catalyst class is: 6.